Dataset: Catalyst prediction with 721,799 reactions and 888 catalyst types from USPTO. Task: Predict which catalyst facilitates the given reaction. (1) The catalyst class is: 23. Product: [CH:17]1([C:20]2[CH:25]=[C:24]([C:26]([F:27])([F:28])[F:29])[CH:23]=[CH:22][C:21]=2[C:30]2[C:39]3[C:34](=[CH:35][C:36]([S:40]([NH:7][C:4]4[CH:5]=[CH:6][N:1]=[CH:2][N:3]=4)(=[O:41])=[O:42])=[CH:37][CH:38]=3)[N:33]=[CH:32][N:31]=2)[CH2:18][CH2:19]1. Reactant: [N:1]1[CH:6]=[CH:5][C:4]([NH2:7])=[N:3][CH:2]=1.C[Si](CCOCCl)(C)C.[CH:17]1([C:20]2[CH:25]=[C:24]([C:26]([F:29])([F:28])[F:27])[CH:23]=[CH:22][C:21]=2[C:30]2[C:39]3[C:34](=[CH:35][C:36]([S:40](Cl)(=[O:42])=[O:41])=[CH:37][CH:38]=3)[N:33]=[CH:32][N:31]=2)[CH2:19][CH2:18]1.CN1C=CN=C1. (2) Reactant: [Cl:1][C:2]1[C:9]([OH:10])=[CH:8][CH:7]=[CH:6][C:3]=1C=O.CO[CH:13]([O:16][CH3:17])[O:14][CH3:15].Cl. Product: [Cl:1][C:2]1[C:3]([CH:13]([O:14][CH3:15])[O:16][CH3:17])=[CH:6][CH:7]=[CH:8][C:9]=1[OH:10]. The catalyst class is: 5. (3) Reactant: C(N(CC)C(C)C)(C)C.[CH2:10]([N:12]1[C:24]2[CH2:23][CH2:22][CH:21]([CH:25]3[CH2:30][CH2:29][O:28][CH2:27][CH2:26]3)[CH2:20][C:19]=2[C:18]2[C:13]1=[CH:14][CH:15]=[C:16]([C:31]([N:33]([CH2:35][CH2:36][CH2:37][C:38](O)=[O:39])[CH3:34])=[O:32])[CH:17]=2)[CH3:11].[F:41][CH:42]([F:45])[CH2:43][NH2:44].CN(C(ON1N=NC2C=CC=NC1=2)=[N+](C)C)C.F[P-](F)(F)(F)(F)F. Product: [F:41][CH:42]([F:45])[CH2:43][NH:44][C:38](=[O:39])[CH2:37][CH2:36][CH2:35][N:33]([CH3:34])[C:31]([C:16]1[CH:17]=[C:18]2[C:13](=[CH:14][CH:15]=1)[N:12]([CH2:10][CH3:11])[C:24]1[CH2:23][CH2:22][CH:21]([CH:25]3[CH2:30][CH2:29][O:28][CH2:27][CH2:26]3)[CH2:20][C:19]2=1)=[O:32]. The catalyst class is: 3. (4) Reactant: C12(CS(O)(=O)=O)C(C)(C)C(CC1)CC2=O.[NH2:16][C:17]1[CH:18]=[CH:19][C:20]2[CH2:26][CH2:25][CH2:24][C:23](=[O:27])[NH:22][C:21]=2[CH:28]=1.[CH:29]1([CH2:32][NH:33][C:34](=[O:51])[C:35]2[CH:40]=[CH:39][CH:38]=[C:37]([F:41])[C:36]=2[NH:42][C:43]2[C:48]([Cl:49])=[CH:47][N:46]=[C:45](Cl)[N:44]=2)[CH2:31][CH2:30]1.C(O)(C)C. Product: [Cl:49][C:48]1[C:43]([NH:42][C:36]2[C:37]([F:41])=[CH:38][CH:39]=[CH:40][C:35]=2[C:34]([NH:33][CH2:32][CH:29]2[CH2:31][CH2:30]2)=[O:51])=[N:44][C:45]([NH:16][C:17]2[CH:18]=[CH:19][C:20]3[CH2:26][CH2:25][CH2:24][C:23](=[O:27])[NH:22][C:21]=3[CH:28]=2)=[N:46][CH:47]=1. The catalyst class is: 47. (5) Reactant: CC[O-].[Na+].[C:5]1([SH:11])[CH:10]=[CH:9][CH:8]=[CH:7][CH:6]=1.Br[CH:13]([CH:20]([CH3:22])[CH3:21])[C:14](=[O:19])[C:15]([CH3:18])([CH3:17])[CH3:16].O. Product: [CH3:16][C:15]([CH3:18])([C:14](=[O:19])[CH:13]([S:11][C:5]1[CH:10]=[CH:9][CH:8]=[CH:7][CH:6]=1)[CH:20]([CH3:22])[CH3:21])[CH3:17]. The catalyst class is: 8. (6) The catalyst class is: 18. Reactant: [Cl:1][C:2]1[CH:3]=[C:4]([OH:13])[CH:5]=[C:6]([Cl:12])[C:7]=1[O:8][CH2:9][CH2:10][OH:11].Br[CH2:15][CH2:16][C:17](Cl)([Cl:19])[Cl:18].C(=O)([O-])[O-].[K+].[K+]. Product: [Cl:18][C:17]([Cl:19])=[CH:16][CH2:15][O:13][C:4]1[CH:3]=[C:2]([Cl:1])[C:7]([O:8][CH2:9][CH2:10][OH:11])=[C:6]([Cl:12])[CH:5]=1. (7) Reactant: [CH3:1][O:2][C:3]1[CH:4]=[C:5]([NH:25][C:26]([C:28]2[S:29][C:30]([C:34]3[CH:39]=[CH:38][C:37]([Cl:40])=[CH:36][CH:35]=3)=[CH:31][C:32]=2C)=[O:27])[CH:6]=[CH:7][C:8]=1[N:9]1[CH2:13][CH2:12][C@@H:11]([O:14][Si](C(C)C)(C(C)C)C(C)C)[CH2:10]1.[Li][C:42](C)(C)[CH3:43].CN(C=O)C.C1(C)C=CC(S(O)(=O)=O)=CC=1.O. Product: [Cl:40][C:37]1[CH:38]=[CH:39][C:34]([C:30]2[S:29][C:28]3[C:26](=[O:27])[N:25]([C:5]4[CH:6]=[CH:7][C:8]([N:9]5[CH2:13][CH2:12][C@@H:11]([OH:14])[CH2:10]5)=[C:3]([O:2][CH3:1])[CH:4]=4)[CH:42]=[CH:43][C:32]=3[CH:31]=2)=[CH:35][CH:36]=1. The catalyst class is: 49. (8) Reactant: [Br:1][C:2]1[CH:3]=[CH:4][C:5](F)=[C:6]([C:8]([CH:10]2[C:19]([OH:21])([CH3:20])[CH2:18][CH2:17][C:12]3([O:16][CH2:15][CH2:14][O:13]3)[CH2:11]2)=[O:9])[CH:7]=1.[H-].[Na+].O.C(=O)([O-])[O-].[K+].[K+]. Product: [Br:1][C:2]1[CH:7]=[C:6]2[C:5]([O:21][C:19]3([CH3:20])[CH:10]([C:8]2=[O:9])[CH2:11][C:12]2([O:16][CH2:15][CH2:14][O:13]2)[CH2:17][CH2:18]3)=[CH:4][CH:3]=1. The catalyst class is: 36.